From a dataset of Catalyst prediction with 721,799 reactions and 888 catalyst types from USPTO. Predict which catalyst facilitates the given reaction. (1) Reactant: CO[C:3](=[O:11])[C:4]1[CH:9]=[CH:8][C:7]([Cl:10])=[CH:6][CH:5]=1.[CH3:12][N:13]([CH3:18])[S:14]([CH3:17])(=[O:16])=[O:15].[H-].[Na+]. Product: [CH3:12][N:13]([CH3:18])[S:14]([CH2:17][C:3]([C:4]1[CH:5]=[CH:6][C:7]([Cl:10])=[CH:8][CH:9]=1)=[O:11])(=[O:16])=[O:15]. The catalyst class is: 57. (2) Reactant: Cl.[C:2](Cl)(=[O:9])[C:3]1[CH:8]=[CH:7][CH:6]=[N:5][CH:4]=1.[CH3:11][O:12][C:13]1[CH:14]=[C:15]2[C:20](=[C:21]3[CH2:25][C:24]([CH3:27])([CH3:26])[O:23][C:22]=13)[C:19]([C:28]1[CH:33]=[CH:32][C:31]([NH2:34])=[CH:30][CH:29]=1)=[N:18][C:17]([CH3:36])([CH3:35])[CH2:16]2.O. Product: [CH3:11][O:12][C:13]1[CH:14]=[C:15]2[C:20](=[C:21]3[CH2:25][C:24]([CH3:27])([CH3:26])[O:23][C:22]=13)[C:19]([C:28]1[CH:29]=[CH:30][C:31]([NH:34][C:2]([C:3]3[CH:4]=[N:5][CH:6]=[CH:7][CH:8]=3)=[O:9])=[CH:32][CH:33]=1)=[N:18][C:17]([CH3:36])([CH3:35])[CH2:16]2. The catalyst class is: 468. (3) Reactant: OC(C(F)(F)F)=O.[NH:8]1[CH2:13][CH2:12][C:11](=[CH:14][C:15]#[N:16])[CH2:10][CH2:9]1.C(N(CC)CC)C.Cl[C:25]([O:27][CH3:28])=[O:26]. Product: [C:15]([CH:14]=[C:11]1[CH2:12][CH2:13][N:8]([C:25]([O:27][CH3:28])=[O:26])[CH2:9][CH2:10]1)#[N:16]. The catalyst class is: 4. (4) Reactant: I[C:2]1[C:10]2[C:5](=[N:6][CH:7]=[CH:8][CH:9]=2)[N:4]([Si:11]([CH:18]([CH3:20])[CH3:19])([CH:15]([CH3:17])[CH3:16])[CH:12]([CH3:14])[CH3:13])[CH:3]=1.C([Mg]Cl)(C)C.[C:26]([O:30][C:31](=[O:57])[N:32]([CH2:41][C:42]1[C:47]([F:48])=[CH:46][CH:45]=[C:44]([NH:49][S:50]([CH2:53][CH2:54][CH3:55])(=[O:52])=[O:51])[C:43]=1[F:56])[C:33]1[CH:38]=[CH:37][C:36]([CH:39]=[O:40])=[CH:35][N:34]=1)([CH3:29])([CH3:28])[CH3:27].[Cl-].[NH4+]. Product: [C:26]([O:30][C:31](=[O:57])[N:32]([CH2:41][C:42]1[C:47]([F:48])=[CH:46][CH:45]=[C:44]([NH:49][S:50]([CH2:53][CH2:54][CH3:55])(=[O:52])=[O:51])[C:43]=1[F:56])[C:33]1[CH:38]=[CH:37][C:36]([CH:39]([OH:40])[C:2]2[C:10]3[C:5](=[N:6][CH:7]=[CH:8][CH:9]=3)[N:4]([Si:11]([CH:18]([CH3:20])[CH3:19])([CH:15]([CH3:17])[CH3:16])[CH:12]([CH3:14])[CH3:13])[CH:3]=2)=[CH:35][N:34]=1)([CH3:28])([CH3:27])[CH3:29]. The catalyst class is: 7.